The task is: Regression. Given a target protein amino acid sequence and a drug SMILES string, predict the binding affinity score between them. We predict pKi (pKi = -log10(Ki in M); higher means stronger inhibition). Dataset: bindingdb_ki.. This data is from Drug-target binding data from BindingDB using Ki measurements. (1) The drug is CCCC(CCC)C(=O)OCC1(CO)C/C(=C\c2cccc3ccn(C)c23)C(=O)O1. The target protein (O95267) has sequence MGTLGKAREAPRKPSHGCRAASKARLEAKPANSPFPSHPSLAHITQFRMMVSLGHLAKGASLDDLIDSCIQSFDADGNLCRSNQLLQVMLTMHRIVISSAELLQKVITLYKDALAKNSPGLCLKICYFVRYWITEFWVMFKMDASLTDTMEEFQELVKAKGEELHCRLIDTTQINARDWSRKLTQRIKSNTSKKRKVSLLFDHLEPEELSEHLTYLEFKSFRRISFSDYQNYLVNSCVKENPTMERSIALCNGISQWVQLMVLSRPTPQLRAEVFIKFIQVAQKLHQLQNFNTLMAVIGGLCHSSISRLKETSSHVPHEINKVLGEMTELLSSSRNYDNYRRAYGECTDFKIPILGVHLKDLISLYEAMPDYLEDGKVNVHKLLALYNHISELVQLQEVAPPLEANKDLVHLLTLSLDLYYTEDEIYELSYAREPRNHRAPPLTPSKPPVVVDWASGVSPKPDPKTISKHVQRMVDSVFKNYDHDQDGYISQEEFEKIAA.... The pKi is 9.1. (2) The compound is O=C(O)CC[C@H](NC(=O)c1c(F)c(F)c(N(CCCl)CCCl)c(F)c1F)C(=O)O. The target protein sequence is MHARRLPRLLPLALAFLLSPAAFAADTPAAELLRQAEAERPAYLDTLRQLVAVDSGTGQAEGLGQLSALLAERLQALGAQVRSAPATPSAGDNLVATLDGTGSKRFLLMIHYDTVFAAGSAAKRPFREDAERAYGPGVADAKGGVAMVLHALALLRQQGFRDYGRITVLFNPDEETGSAGSKQLIAELARQQDYVFSYEPPDRDAVTVATNGIDGLLLEVKGRSSHAGSAPEQGRNAILELSHQLLRLKDLGDPAKGTTLNWTLARGGEKRNIIPAEASAEADMRYSDPAESERVLADARKLTGERLVADTEVSLRLDKGRPPLVKNPASQRLAETAQTLYGRIGKRIEPIAMRFGTDAGYAYVPGSDKPAVLETLGVVGAGLHSEAEYLELSSIAPRLYLTVALIRELSAD. The pKi is 3.9. (3) The small molecule is O=P(O)(O)C(O)(Cc1cccc(-c2cccc(NS(=O)(=O)c3ccc4ccccc4c3)c2)c1)P(=O)(O)O. The target protein (Q12051) has sequence MEAKIDELINNDPVWSSQNESLISKPYNHILLKPGKNFRLNLIVQINRVMNLPKDQLAIVSQIVELLHNSSLLIDDIEDNAPLRRGQTTSHLIFGVPSTINTANYMYFRAMQLVSQLTTKEPLYHNLITIFNEELINLHRGQGLDIYWRDFLPEIIPTQEMYLNMVMNKTGGLFRLTLRLMEALSPSSHHGHSLVPFINLLGIIYQIRDDYLNLKDFQMSSEKGFAEDITEGKLSFPIVHALNFTKTKGQTEQHNEILRILLLRTSDKDIKLKLIQILEFDTNSLAYTKNFINQLVNMIKNDNENKYLPDLASHSDTATNLHDELLYIIDHLSEL. The pKi is 7.1.